From a dataset of Full USPTO retrosynthesis dataset with 1.9M reactions from patents (1976-2016). Predict the reactants needed to synthesize the given product. (1) Given the product [Br:1][C:2]1[CH:9]=[CH:8][CH:7]=[CH:6][C:3]=1[CH2:4][C:11]#[N:12], predict the reactants needed to synthesize it. The reactants are: [Br:1][C:2]1[CH:9]=[CH:8][CH:7]=[CH:6][C:3]=1[CH2:4]Br.O.[C-:11]#[N:12].[K+]. (2) The reactants are: [CH2:1]([NH:8][CH:9]([CH2:14][C:15]1[CH:20]=[CH:19][C:18]([N+:21]([O-:23])=[O:22])=[CH:17][CH:16]=1)[C:10]([NH:12][CH3:13])=[O:11])[C:2]1[CH:7]=[CH:6][CH:5]=[CH:4][CH:3]=1.Cl[C:25]([O:27][CH3:28])=[O:26]. Given the product [CH3:28][O:27][C:25](=[O:26])[N:8]([CH2:1][C:2]1[CH:3]=[CH:4][CH:5]=[CH:6][CH:7]=1)[C@H:9]([C:10](=[O:11])[NH:12][CH3:13])[CH2:14][C:15]1[CH:16]=[CH:17][C:18]([N+:21]([O-:23])=[O:22])=[CH:19][CH:20]=1, predict the reactants needed to synthesize it. (3) Given the product [Br:23][C:24]1[CH:25]=[C:26]2[C:30](=[CH:31][CH:32]=1)[NH:29][C:28](=[O:33])[C:27]2=[CH:20][C:17]1[NH:16][C:13]2[CH2:14][CH2:15][N:10]([CH2:9][C:2]3([OH:1])[CH2:7][CH2:6][N:5]([CH3:8])[CH2:4][CH2:3]3)[C:11](=[O:22])[C:12]=2[C:18]=1[CH3:19], predict the reactants needed to synthesize it. The reactants are: [OH:1][C:2]1([CH2:9][N:10]2[CH2:15][CH2:14][C:13]3[NH:16][C:17]([CH:20]=O)=[C:18]([CH3:19])[C:12]=3[C:11]2=[O:22])[CH2:7][CH2:6][N:5]([CH3:8])[CH2:4][CH2:3]1.[Br:23][C:24]1[CH:25]=[C:26]2[C:30](=[CH:31][CH:32]=1)[NH:29][C:28](=[O:33])[CH2:27]2.